From a dataset of Full USPTO retrosynthesis dataset with 1.9M reactions from patents (1976-2016). Predict the reactants needed to synthesize the given product. (1) Given the product [ClH:42].[CH3:25][NH:1][C:2]1[CH:24]=[CH:23][C:5]2[N:6]([C:17]3[CH:22]=[CH:21][CH:20]=[CH:19][N:18]=3)[C:7](/[CH:9]=[CH:10]/[C:11]3[CH:16]=[CH:15][CH:14]=[CH:13][CH:12]=3)=[N:8][C:4]=2[CH:3]=1, predict the reactants needed to synthesize it. The reactants are: [NH2:1][C:2]1[CH:24]=[CH:23][C:5]2[N:6]([C:17]3[CH:22]=[CH:21][CH:20]=[CH:19][N:18]=3)[C:7](/[CH:9]=[CH:10]/[C:11]3[CH:16]=[CH:15][CH:14]=[CH:13][CH:12]=3)=[N:8][C:4]=2[CH:3]=1.[CH:25](OCC)(OCC)OCC.[BH4-].[Na+].C(=O)(O)[O-].[Na+].[ClH:42]. (2) Given the product [CH2:26]([NH:28][C:29](=[O:44])[NH:30][C:31]1[CH:39]=[CH:38][C:37]([C:40]([F:43])([F:42])[F:41])=[CH:36][C:32]=1[C:33]([NH:1][CH2:2][C:3]([NH:5][C@H:6]([C@@H:12]([OH:16])[C:13]#[C:14][CH3:15])[CH2:7][NH:8][C:9](=[O:10])[O:11][CH2:17][C:55]1[CH:60]=[CH:59][CH:58]=[CH:57][CH:56]=1)=[O:4])=[O:35])[CH3:27], predict the reactants needed to synthesize it. The reactants are: [NH2:1][CH2:2][C:3]([NH:5][C@H:6]([C@@H:12]([OH:16])[C:13]#[C:14][CH3:15])[CH2:7][NH:8][C:9](=[O:11])[O-:10])=[O:4].[CH:17](N(CC)C(C)C)(C)C.[CH2:26]([NH:28][C:29](=[O:44])[NH:30][C:31]1[CH:39]=[CH:38][C:37]([C:40]([F:43])([F:42])[F:41])=[CH:36][C:32]=1[C:33]([OH:35])=O)[CH3:27].F[P-](F)(F)(F)(F)F.N1(O[P+](N(C)C)(N(C)C)N(C)C)[C:56]2[CH:57]=[CH:58][CH:59]=[CH:60][C:55]=2N=N1. (3) The reactants are: [OH:1][NH:2][C:3]([C:5]1[C:10]([C:11]2[CH:16]=[CH:15][CH:14]=[CH:13][CH:12]=2)=[CH:9][CH:8]=[CH:7][N:6]=1)=[NH:4].[CH2:17]([O:19][C:20]1[CH:21]=[C:22]([OH:29])[C:23](=[CH:27][CH:28]=1)[C:24](O)=O)[CH3:18]. Given the product [CH2:17]([O:19][C:20]1[CH:28]=[CH:27][C:23]([C:24]2[O:1][N:2]=[C:3]([C:5]3[C:10]([C:11]4[CH:16]=[CH:15][CH:14]=[CH:13][CH:12]=4)=[CH:9][CH:8]=[CH:7][N:6]=3)[N:4]=2)=[C:22]([OH:29])[CH:21]=1)[CH3:18], predict the reactants needed to synthesize it. (4) Given the product [C:1]1([NH:11][S:12]([C:15]2[CH:16]=[C:17]([CH:21]=[CH:22][C:23]([Cl:26])=[O:25])[CH:18]=[CH:19][CH:20]=2)(=[O:14])=[O:13])[C:10]2[C:5](=[CH:6][CH:7]=[CH:8][CH:9]=2)[CH:4]=[CH:3][CH:2]=1, predict the reactants needed to synthesize it. The reactants are: [C:1]1([NH:11][S:12]([C:15]2[CH:16]=[C:17]([CH:21]=[CH:22][C:23]([OH:25])=O)[CH:18]=[CH:19][CH:20]=2)(=[O:14])=[O:13])[C:10]2[C:5](=[CH:6][CH:7]=[CH:8][CH:9]=2)[CH:4]=[CH:3][CH:2]=1.[Cl:26]CCl. (5) Given the product [CH3:19][NH:20][C:2]1[C:7]([C:8]([O:10][CH2:11][CH3:12])=[O:9])=[CH:6][N:5]=[C:4]([C:13]2[CH:18]=[CH:17][CH:16]=[CH:15][CH:14]=2)[N:3]=1, predict the reactants needed to synthesize it. The reactants are: Cl[C:2]1[C:7]([C:8]([O:10][CH2:11][CH3:12])=[O:9])=[CH:6][N:5]=[C:4]([C:13]2[CH:18]=[CH:17][CH:16]=[CH:15][CH:14]=2)[N:3]=1.[CH3:19][NH2:20]. (6) Given the product [CH3:43][O:44][C:45](=[O:76])[CH2:46][C@H:47]1[C:51]2[CH:52]=[CH:53][C:54]([O:56][C@H:57]3[C:65]4[C:60](=[C:61]([O:67][C:68]5[CH:73]=[CH:72][C:71]([OH:2])=[CH:70][C:69]=5[F:75])[CH:62]=[CH:63][C:64]=4[F:66])[CH2:59][CH2:58]3)=[CH:55][C:50]=2[O:49][CH2:48]1, predict the reactants needed to synthesize it. The reactants are: C[O:2]C(=O)C[C@H]1C2C=CC(O[C@H]3C4C(=C(OC5C=CC(B6OC(C)(C)C(C)(C)O6)=CC=5F)C=CC=4F)CC3)=CC=2OC1.[CH3:43][O:44][C:45](=[O:76])[CH2:46][C@H:47]1[C:51]2[CH:52]=[CH:53][C:54]([O:56][C@H:57]3[C:65]4[C:60](=[C:61]([O:67][C:68]5[CH:73]=[CH:72][C:71](Br)=[CH:70][C:69]=5[F:75])[CH:62]=[CH:63][C:64]=4[F:66])[CH2:59][CH2:58]3)=[CH:55][C:50]=2[O:49][CH2:48]1. (7) Given the product [Cl:20][C:21]1[CH:22]=[C:23]2[C:27](=[CH:28][CH:29]=1)[NH:26][CH:25]=[C:24]2[CH2:30][CH2:31][NH:32][C:11]([C:8]1[N:7]=[C:6]([CH2:5][C:4]2[CH:16]=[CH:17][CH:18]=[C:2]([Cl:1])[CH:3]=2)[O:10][N:9]=1)=[O:13], predict the reactants needed to synthesize it. The reactants are: [Cl:1][C:2]1[CH:3]=[C:4]([CH:16]=[CH:17][CH:18]=1)[CH2:5][C:6]1[O:10][N:9]=[C:8]([C:11]([O:13]CC)=O)[N:7]=1.Cl.[Cl:20][C:21]1[CH:22]=[C:23]2[C:27](=[CH:28][CH:29]=1)[NH:26][CH:25]=[C:24]2[CH2:30][CH2:31][NH2:32].CN(C(ON1N=NC2C=CC=NC1=2)=[N+](C)C)C.F[P-](F)(F)(F)(F)F.C(N(CC)C(C)C)(C)C. (8) Given the product [Cl:17][C:18]1[CH:19]=[C:20]([NH:24][C:4]([CH:6]2[C:14](=[O:15])[C:13]3[CH:12]=[N:11][CH:10]=[CH:9][C:8]=3[C:7]2=[O:16])=[O:5])[CH:21]=[CH:22][CH:23]=1, predict the reactants needed to synthesize it. The reactants are: C(O[C:4]([CH:6]1[C:14](=[O:15])[C:13]2[CH:12]=[N:11][CH:10]=[CH:9][C:8]=2[C:7]1=[O:16])=[O:5])C.[Cl:17][C:18]1[CH:19]=[C:20]([NH2:24])[CH:21]=[CH:22][CH:23]=1. (9) Given the product [C:7]([OH:13])(=[O:14])[C:8]([CH2:10][C:11]([OH:1])=[O:12])=[CH2:9].[C:7]([OH:13])(=[O:14])[C:8]([CH2:10][C:11]([OH:1])=[O:12])=[CH2:9].[OH:1][CH2:2][CH:3]([CH2:5][OH:6])[OH:4], predict the reactants needed to synthesize it. The reactants are: [OH:1][CH2:2][CH:3]([CH2:5][OH:6])[OH:4].[C:7]1(=[O:14])[O:13][C:11](=[O:12])[CH2:10][C:8]1=[CH2:9]. (10) Given the product [C:18]([O:21][CH2:22][C:23]1[C:24]([N:38]2[CH2:49][CH2:48][N:47]3[C:40](=[CH:41][C:42]4[CH2:43][C:44]([CH3:51])([CH3:50])[CH2:45][C:46]=43)[C:39]2=[O:52])=[N:25][CH:26]=[CH:27][C:28]=1[C:2]1[CH:3]=[C:4]([NH:10][C:11]2[S:12][C:13]([CH2:16][CH3:17])=[N:14][N:15]=2)[C:5](=[O:9])[N:6]([CH3:8])[CH:7]=1)(=[O:20])[CH3:19], predict the reactants needed to synthesize it. The reactants are: Br[C:2]1[CH:3]=[C:4]([NH:10][C:11]2[S:12][C:13]([CH2:16][CH3:17])=[N:14][N:15]=2)[C:5](=[O:9])[N:6]([CH3:8])[CH:7]=1.[C:18]([O:21][CH2:22][C:23]1[C:24]([N:38]2[CH2:49][CH2:48][N:47]3[C:40](=[CH:41][C:42]4[CH2:43][C:44]([CH3:51])([CH3:50])[CH2:45][C:46]=43)[C:39]2=[O:52])=[N:25][CH:26]=[CH:27][C:28]=1B1OC(C)(C)C(C)(C)O1)(=[O:20])[CH3:19].[O-]P([O-])([O-])=O.[K+].[K+].[K+].CC(O[Na])=O.